Token-level Classification. Given an antigen amino acid sequence, predict which amino acid positions are active epitope sites capable of antibody binding. Output is a list of indices for active positions. From a dataset of B-cell epitopes from IEDB database with 3,159 antigens for binding position prediction. (1) Given the antigen sequence: MKKTLLAAGAVVALSTTFAAGAAENDKPQYLSDWWHQSVNVVGSYHTRFGPQIRNDTYLEYEAFAKKDWFDFYGYIDAPVFFGGNSTAKGIWNKGSPLFMEIEPRFSIDKLTNTDLSFGPFKEWYFANNYIYDMGRNDSQEQSTWYMGLGTDIDTGLPMSLSLNVYAKYQWQNYGASNENEWDGYRFKVKYFVPLTDLWGGSLSYIGFTNFDWGSDLGDDNFYDLNGKHARTSNSIASSHILALNYAHWHYSIVARYFHNGGQWADDAKLNFGDGPFSVRSTGWGGYFVVGYNF, which amino acid positions are active epitope sites? The epitope positions are: [176, 177, 178, 179, 180, 181, 182, 183, 184, 185, 186, 187, 188, 189, 190]. The amino acids at these positions are: SNENEWDGYRFKVKY. (2) Given the antigen sequence: QMAVEKLSDGIRKFAADAVKLERMLTERMFNAENGK, which amino acid positions are active epitope sites? The epitope positions are: [17, 18, 19, 20, 21, 22, 23, 24, 25, 26, 27, 28, 29, 30, 31]. The amino acids at these positions are: AVKLERMLTERMFNA. (3) Given the antigen sequence: MKELESEEFPKEKYNIEDMEETEKENEIEKIMDENKETEQTEEGNTEEFVQEKELNQETLENEIIVDHIKEEEDTRNVKEQESVLEESPIEELPVENNIGKINEEVEEFILNEIPLEEQVPKELPQEEIEEIVVEELPIDEHLSSEETTVTEEDTFKGQLINEEKPVEEKSVSEEIPVEEKSVSEEIPVEEKSVSEEIPVEEKNVSEEIPVEEKNVSEEIPVEEKNVSEEIPVEEENVSEEIPVEEENVSEEIPVEEENVSEEIPEGGIAIEDVPVDEETVTEEITVDEKIYDKLPNEIETVNEEMPVEDETLTEQISSEHERVPEEIIEEKPFTEGEETESLTDEIVEEGVVTDDIPEEQIITEKVQEEEEFVTGELSEEDIINEKVQEEDESVTEELPEEDIINEKVQEEEESAYQEIVQDGSVTKDVEYKELVNDDVRDKENFVIEEDPFKGQLINEGLPVEEEFVTKELPVKEESVFEELTEEDQSVTKEIPVEEH..., which amino acid positions are active epitope sites? The epitope positions are: [3198, 3199, 3200, 3201, 3202, 3203, 3204, 3205, 3206, 3207, 3208, 3209, 3210, 3211, 3212, 3213]. The amino acids at these positions are: ILVEGSVTEEVVGEEK. (4) Given the antigen sequence: KGASAQSGASAQSGASAQSGTSGPSGTSGPSGTSGPSGPSGPSGTSGPSGPSGPSGTSGPSGPSGTSPSSRSNTLPRSNTSSGASPPADASDSDAKSYADLKHRVRNYLFTIKELKYPELFDLTNHMLTLCDN, which amino acid positions are active epitope sites? The epitope positions are: [54, 55, 56, 57, 58, 59, 60, 61, 62, 63, 64, 65]. The amino acids at these positions are: SGTSGPSGPSGT.